Predict which catalyst facilitates the given reaction. From a dataset of Catalyst prediction with 721,799 reactions and 888 catalyst types from USPTO. (1) Reactant: [C:1]([O:5][CH:6]([C:10]1[C:11]([CH:29]([CH3:31])[CH3:30])=[N:12][C:13]2[C:14]([CH3:28])([CH3:27])[CH2:15][NH:16][CH2:17][C:18]=2[C:19]=1[C:20]1[CH:25]=[CH:24][C:23]([F:26])=[CH:22][CH:21]=1)[C:7]([OH:9])=[O:8])([CH3:4])([CH3:3])[CH3:2].CCN(CC)CC.[C:39]1([CH2:45][C:46](Cl)=[O:47])[CH:44]=[CH:43][CH:42]=[CH:41][CH:40]=1. Product: [C:1]([O:5][CH:6]([C:10]1[C:11]([CH:29]([CH3:31])[CH3:30])=[N:12][C:13]2[C:14]([CH3:28])([CH3:27])[CH2:15][N:16]([C:46](=[O:47])[CH2:45][C:39]3[CH:44]=[CH:43][CH:42]=[CH:41][CH:40]=3)[CH2:17][C:18]=2[C:19]=1[C:20]1[CH:21]=[CH:22][C:23]([F:26])=[CH:24][CH:25]=1)[C:7]([OH:9])=[O:8])([CH3:4])([CH3:3])[CH3:2]. The catalyst class is: 2. (2) Reactant: [NH:1]1[CH2:6][CH2:5][CH2:4][CH2:3][C@H:2]1[CH2:7][CH2:8][NH:9][C:10]1[CH:15]=[CH:14][CH:13]=[CH:12][C:11]=1[S:16]([NH:19][C:20]1[CH:29]=[CH:28][C:27]2[CH2:26][CH2:25][CH2:24][CH2:23][C:22]=2[C:21]=1[C:30]([OH:32])=[O:31])(=[O:18])=[O:17].C(O)(=O)C.[C:37]1(=O)[CH2:41][CH2:40][CH2:39][CH2:38]1.C([BH3-])#N. The catalyst class is: 3. Product: [CH:37]1([N:1]2[CH2:6][CH2:5][CH2:4][CH2:3][CH:2]2[CH2:7][CH2:8][NH:9][C:10]2[CH:15]=[CH:14][CH:13]=[CH:12][C:11]=2[S:16]([NH:19][C:20]2[CH:29]=[CH:28][C:27]3[CH2:26][CH2:25][CH2:24][CH2:23][C:22]=3[C:21]=2[C:30]([OH:32])=[O:31])(=[O:18])=[O:17])[CH2:41][CH2:40][CH2:39][CH2:38]1. (3) Reactant: [CH2:1]([NH:5][C:6](=[O:35])[C@H:7]([CH3:34])[CH2:8][C@H:9]([OH:33])[C@@H:10]1[CH2:28][C:27]2=[CH:29][C:23](=[CH:24][CH:25]=[CH:26]2)[CH2:22][CH:21]=[CH:20][CH2:19][NH:18][C:17]2[CH:30]=[C:13]([CH:14]=[C:15]([CH3:31])[N:16]=2)[C:12](=[O:32])[NH:11]1)[CH2:2][CH2:3][CH3:4]. Product: [CH2:1]([NH:5][C:6](=[O:35])[C@H:7]([CH3:34])[CH2:8][C@H:9]([OH:33])[C@@H:10]1[CH2:28][C:27]2=[CH:29][C:23](=[CH:24][CH:25]=[CH:26]2)[CH2:22][CH2:21][CH2:20][CH2:19][NH:18][C:17]2[CH:30]=[C:13]([CH:14]=[C:15]([CH3:31])[N:16]=2)[C:12](=[O:32])[NH:11]1)[CH2:2][CH2:3][CH3:4]. The catalyst class is: 394.